This data is from Full USPTO retrosynthesis dataset with 1.9M reactions from patents (1976-2016). The task is: Predict the reactants needed to synthesize the given product. Given the product [CH2:1]([O:8][N:9]=[C:10]1[CH2:14][N:13]([C:15](=[O:17])[CH2:32][O:25][C:26]2[CH:27]=[CH:28][CH:29]=[CH:30][CH:31]=2)[C@H:12]([C:22]([NH:40][C:36]([CH3:39])([CH3:38])[CH3:37])=[O:24])[CH2:11]1)[C:2]1[CH:3]=[CH:4][CH:5]=[CH:6][CH:7]=1, predict the reactants needed to synthesize it. The reactants are: [CH2:1]([O:8][N:9]=[C:10]1[CH2:14][N:13]([C:15]([O:17]C(C)(C)C)=O)[C@H:12]([C:22]([OH:24])=O)[CH2:11]1)[C:2]1[CH:7]=[CH:6][CH:5]=[CH:4][CH:3]=1.[O:25]([CH2:32]C(Cl)=O)[C:26]1[CH:31]=[CH:30][CH:29]=[CH:28][CH:27]=1.[C:36]([NH2:40])([CH3:39])([CH3:38])[CH3:37].